Dataset: Catalyst prediction with 721,799 reactions and 888 catalyst types from USPTO. Task: Predict which catalyst facilitates the given reaction. (1) Reactant: [CH:1]1[C:6]([C@H:7]2[O:16][C:15]3[CH:14]=[C:13]([OH:17])[CH:12]=[C:11]([OH:18])[C:10]=3[CH2:9][C@H:8]2[OH:19])=[CH:5][C:4]([OH:20])=[C:3]([OH:21])[CH:2]=1.C(=O)([O-])[O-].[K+].[K+].Br[CH2:29][C:30]([O:32][CH2:33][CH3:34])=[O:31]. Product: [OH:21][C:3]1[CH:2]=[CH:1][C:6]([C@@H:7]2[C@H:8]([OH:19])[CH2:9][C:10]3[C:15](=[CH:14][C:13]([OH:17])=[CH:12][C:11]=3[OH:18])[O:16]2)=[CH:5][C:4]=1[O:20][CH2:29][C:30]([O:32][CH2:33][CH3:34])=[O:31]. The catalyst class is: 39. (2) Reactant: [NH2:1][CH2:2][CH2:3][CH2:4][C:5]1[CH:6]=[C:7]([S:11]([NH:14][CH:15]([CH2:19][CH2:20][CH3:21])[CH2:16][CH2:17][CH3:18])(=[O:13])=[O:12])[CH:8]=[CH:9][CH:10]=1.[CH3:22][C:23]([O:26][C:27](O[C:27]([O:26][C:23]([CH3:25])([CH3:24])[CH3:22])=[O:28])=[O:28])([CH3:25])[CH3:24]. Product: [CH3:21][CH2:20][CH2:19][CH:15]([NH:14][S:11]([C:7]1[CH:6]=[C:5]([CH2:4][CH2:3][CH2:2][NH:1][C:27](=[O:28])[O:26][C:23]([CH3:25])([CH3:24])[CH3:22])[CH:10]=[CH:9][CH:8]=1)(=[O:13])=[O:12])[CH2:16][CH2:17][CH3:18]. The catalyst class is: 2. (3) Reactant: [OH:1][CH2:2][CH:3]1[CH2:8][CH2:7][CH:6]([C:9]([O:11][CH3:12])=[O:10])[CH2:5][CH2:4]1.C(N(CC)CC)C.[CH3:20][S:21](Cl)(=[O:23])=[O:22].C(=O)([O-])O.[Na+]. Product: [CH3:20][S:21]([O:1][CH2:2][CH:3]1[CH2:4][CH2:5][CH:6]([C:9]([O:11][CH3:12])=[O:10])[CH2:7][CH2:8]1)(=[O:23])=[O:22]. The catalyst class is: 7. (4) Reactant: Cl[C:2]1[CH:7]=[CH:6][N:5]=[C:4]2[N:8]([CH2:17][O:18][CH2:19][CH2:20][Si:21]([CH3:24])([CH3:23])[CH3:22])[C:9]([C:11]3[CH:12]=[N:13][CH:14]=[CH:15][CH:16]=3)=[CH:10][C:3]=12.[F:25][C:26]1[CH:31]=[C:30]([N+:32]([O-])=O)[CH:29]=[CH:28][C:27]=1[OH:35].CCN(C(C)C)C(C)C. Product: [F:25][C:26]1[CH:31]=[C:30]([NH2:32])[CH:29]=[CH:28][C:27]=1[O:35][C:2]1[CH:7]=[CH:6][N:5]=[C:4]2[N:8]([CH2:17][O:18][CH2:19][CH2:20][Si:21]([CH3:24])([CH3:23])[CH3:22])[C:9]([C:11]3[CH:12]=[N:13][CH:14]=[CH:15][CH:16]=3)=[CH:10][C:3]=12. The catalyst class is: 296. (5) Reactant: [CH3:1][O:2][C:3]1[CH:4]=[C:5]([CH:8]=[CH:9][C:10]=1[O:11][CH3:12])[CH2:6][NH2:7].Cl.[CH:14]1[N:19]=[C:18](Cl)[C:17]2[N:21]=[CH:22][N:23]([C@@H:24]3[O:28][C@H:27]([CH2:29][OH:30])[C@@H:26]([OH:31])[C@H:25]3[OH:32])[C:16]=2[N:15]=1.C(N(CC)C(C)C)(C)C. Product: [CH3:1][O:2][C:3]1[CH:4]=[C:5]([CH:8]=[CH:9][C:10]=1[O:11][CH3:12])[CH2:6][NH:7][C:18]1[C:17]2[N:21]=[CH:22][N:23]([C:16]=2[N:15]=[CH:14][N:19]=1)[C@@H:24]1[O:28][C@H:27]([CH2:29][OH:30])[C@@H:26]([OH:31])[C@H:25]1[OH:32]. The catalyst class is: 259. (6) Reactant: Br[C:2]1[N:6]2[C:7](=[O:20])[CH:8]=[C:9]([CH2:11][O:12][C:13]3[CH:18]=[CH:17][C:16]([F:19])=[CH:15][CH:14]=3)[N:10]=[C:5]2[S:4][C:3]=1[CH3:21].C(=O)([O-])[O-].[Na+].[Na+].[OH:28][CH2:29][C@H:30]1[CH2:32][C@H:31]1[B-](F)(F)F.[K+].C(#N)C. Product: [F:19][C:16]1[CH:17]=[CH:18][C:13]([O:12][CH2:11][C:9]2[N:10]=[C:5]3[S:4][C:3]([CH3:21])=[C:2]([CH:31]4[CH2:32][CH:30]4[CH2:29][OH:28])[N:6]3[C:7](=[O:20])[CH:8]=2)=[CH:14][CH:15]=1. The catalyst class is: 263. (7) Reactant: [NH2:1][CH2:2][C:3]1[CH:8]=[CH:7][CH:6]=[CH:5][N:4]=1.[C:9]([O:13][C:14]1[CH:21]=[CH:20][CH:19]=[CH:18][C:15]=1[CH:16]=O)([CH3:12])([CH3:11])[CH3:10].[BH4-].[Na+]. Product: [C:9]([O:13][C:14]1[CH:21]=[CH:20][CH:19]=[CH:18][C:15]=1[CH2:16][NH:1][CH2:2][C:3]1[CH:8]=[CH:7][CH:6]=[CH:5][N:4]=1)([CH3:12])([CH3:10])[CH3:11]. The catalyst class is: 23. (8) Reactant: [CH2:1]([C:3]1[CH:8]=[C:7]([F:9])[CH:6]=[CH:5][C:4]=1[OH:10])[CH3:2].[OH-].[K+].COC1C=C(OC)C=CC=1C[N:18]([C:30]1[S:34][N:33]=[CH:32][N:31]=1)[S:19]([C:22]1[CH:27]=[CH:26][C:25](F)=[C:24]([I:29])[CH:23]=1)(=[O:21])=[O:20].C(O)(C(F)(F)F)=O. Product: [CH2:1]([C:3]1[CH:8]=[C:7]([F:9])[CH:6]=[CH:5][C:4]=1[O:10][C:25]1[CH:26]=[CH:27][C:22]([S:19]([NH:18][C:30]2[S:34][N:33]=[CH:32][N:31]=2)(=[O:20])=[O:21])=[CH:23][C:24]=1[I:29])[CH3:2]. The catalyst class is: 549. (9) The catalyst class is: 2. Product: [C:15]([C@H:19]1[CH2:24][CH2:23][C@H:22]([O:1][C:2]2[CH:11]=[C:10]([CH3:12])[C:9]3[C:4](=[CH:5][CH:6]=[CH:7][CH:8]=3)[C:3]=2[CH:13]=[O:14])[CH2:21][CH2:20]1)([CH3:18])([CH3:17])[CH3:16]. Reactant: [OH:1][C:2]1[CH:11]=[C:10]([CH3:12])[C:9]2[C:4](=[CH:5][CH:6]=[CH:7][CH:8]=2)[C:3]=1[CH:13]=[O:14].[C:15]([C@@H:19]1[CH2:24][CH2:23][C@H:22](O)[CH2:21][CH2:20]1)([CH3:18])([CH3:17])[CH3:16].C1(P(C2C=CC=CC=2)C2C=CC=CC=2)C=CC=CC=1.N(C(OC(C)C)=O)=NC(OC(C)C)=O. (10) Reactant: Br[C:2]1[CH:7]=[C:6]([C:8]2[CH:13]=[CH:12][CH:11]=[CH:10][CH:9]=2)[N:5]=[N:4][C:3]=1[NH2:14].[C:15]([Si:17]([CH3:20])([CH3:19])[CH3:18])#[CH:16].C(N(CC)CC)C. Product: [C:8]1([C:6]2[N:5]=[N:4][C:3]([NH2:14])=[C:2]([C:16]#[C:15][Si:17]([CH3:20])([CH3:19])[CH3:18])[CH:7]=2)[CH:13]=[CH:12][CH:11]=[CH:10][CH:9]=1. The catalyst class is: 555.